Predict the reactants needed to synthesize the given product. From a dataset of Full USPTO retrosynthesis dataset with 1.9M reactions from patents (1976-2016). (1) Given the product [C:3]([C:5]1[CH:6]=[C:7]([C:15]2[O:19][N:18]=[C:17]([C:20]3[C:21]([F:36])=[CH:22][CH:23]=[C:24]4[C:28]=3[NH:27][CH:26]=[C:25]4[CH2:29][CH2:30][C:31]([OH:33])=[O:32])[N:16]=2)[CH:8]=[CH:9][C:10]=1[O:11][CH:12]([CH3:14])[CH3:13])#[N:4], predict the reactants needed to synthesize it. The reactants are: [OH-].[Na+].[C:3]([C:5]1[CH:6]=[C:7]([C:15]2[O:19][N:18]=[C:17]([C:20]3[C:21]([F:36])=[CH:22][CH:23]=[C:24]4[C:28]=3[NH:27][CH:26]=[C:25]4[CH2:29][CH2:30][C:31]([O:33]CC)=[O:32])[N:16]=2)[CH:8]=[CH:9][C:10]=1[O:11][CH:12]([CH3:14])[CH3:13])#[N:4].Cl. (2) Given the product [N:1]1[CH:6]=[CH:5][CH:4]=[C:3]([CH:7]([OH:9])[CH3:8])[CH:2]=1, predict the reactants needed to synthesize it. The reactants are: [N:1]1[CH:6]=[CH:5][CH:4]=[C:3]([C:7](=[O:9])[CH3:8])[CH:2]=1.[BH4-].[Na+].CC(C)=O.C(C(C(C([O-])=O)O)O)([O-])=O.